Dataset: Reaction yield outcomes from USPTO patents with 853,638 reactions. Task: Predict the reaction yield, written as a fraction of the theoretical maximum amount of product (1.0 means a 100% yield; for example, 0.34 means a 34% yield). The reactants are [Br:1][C:2]1[CH:3]=[C:4]([SH:8])[CH:5]=[CH:6][CH:7]=1.[H-].[Na+].[CH3:11][O:12][CH:13]([O:16][CH3:17])[CH2:14]Br. The catalyst is CN(C=O)C.CCOC(C)=O. The product is [Br:1][C:2]1[CH:7]=[CH:6][CH:5]=[C:4]([S:8][CH2:14][CH:13]([O:16][CH3:17])[O:12][CH3:11])[CH:3]=1. The yield is 0.680.